Binary Classification. Given a T-cell receptor sequence (or CDR3 region) and an epitope sequence, predict whether binding occurs between them. From a dataset of TCR-epitope binding with 47,182 pairs between 192 epitopes and 23,139 TCRs. (1) The epitope is ATVVIGTSK. The TCR CDR3 sequence is CSVEDRANEQYF. Result: 0 (the TCR does not bind to the epitope). (2) The epitope is GLIYNRMGAVTTEV. The TCR CDR3 sequence is CASSQDGYSPLHF. Result: 0 (the TCR does not bind to the epitope).